Dataset: Full USPTO retrosynthesis dataset with 1.9M reactions from patents (1976-2016). Task: Predict the reactants needed to synthesize the given product. (1) Given the product [Br:1][C:2]1[CH:3]=[CH:4][C:5](/[CH:8]=[CH:9]/[C@@H:10]2[C@H:18]3[C@:14]([CH2:21][CH2:22][C:23]([OH:25])=[O:24])([C:15](=[O:20])[O:16][C@@H:17]3[CH3:19])[CH2:13][C:12]([F:31])([F:30])[C@H:11]2[CH3:32])=[N:6][CH:7]=1, predict the reactants needed to synthesize it. The reactants are: [Br:1][C:2]1[CH:3]=[CH:4][C:5](/[CH:8]=[CH:9]/[C@@H:10]2[C@H:18]3[C@:14]([CH2:21][CH2:22][C:23]([O:25]C(C)(C)C)=[O:24])([C:15](=[O:20])[O:16][C@@H:17]3[CH3:19])[CH2:13][C:12]([F:31])([F:30])[C@H:11]2[CH3:32])=[N:6][CH:7]=1.C(O)(C(F)(F)F)=O. (2) Given the product [Cl:25][C:26]1[CH:31]=[C:30]([O:32][CH3:33])[CH:29]=[CH:28][C:27]=1[C:2]1[CH:7]=[CH:6][C:5]([C:8]2[N:9]([CH2:14][C@@H:15]3[CH2:19][CH2:18][N:17]([C:20]([CH:22]4[CH2:24][CH2:23]4)=[O:21])[CH2:16]3)[C:10](=[O:13])[NH:11][N:12]=2)=[CH:4][CH:3]=1, predict the reactants needed to synthesize it. The reactants are: Br[C:2]1[CH:7]=[CH:6][C:5]([C:8]2[N:9]([CH2:14][C@@H:15]3[CH2:19][CH2:18][N:17]([C:20]([CH:22]4[CH2:24][CH2:23]4)=[O:21])[CH2:16]3)[C:10](=[O:13])[NH:11][N:12]=2)=[CH:4][CH:3]=1.[Cl:25][C:26]1[CH:31]=[C:30]([O:32][CH3:33])[CH:29]=[CH:28][C:27]=1B(O)O.[O-]P([O-])([O-])=O.[K+].[K+].[K+]. (3) Given the product [CH3:23][C:24]1[N:25]=[C:26]([N:32]2[CH2:36][CH2:35][N:34]([CH2:37][CH2:38][CH2:39][C:40]3[CH:45]=[CH:44][CH:43]=[CH:42][CH:41]=3)[C:33]2=[O:46])[S:27][C:28]=1[C:29]([NH:47][CH2:48][C:49]1[CH:50]=[N:51][CH:52]=[CH:53][CH:54]=1)=[O:31], predict the reactants needed to synthesize it. The reactants are: C(N1CCN(C2SC(C(O)=O)=C(C)N=2)C1=O)C1C=CC=CC=1.[CH3:23][C:24]1[N:25]=[C:26]([N:32]2[CH2:36][CH2:35][N:34]([CH2:37][CH2:38][CH2:39][C:40]3[CH:45]=[CH:44][CH:43]=[CH:42][CH:41]=3)[C:33]2=[O:46])[S:27][C:28]=1[C:29]([OH:31])=O.[NH2:47][CH2:48][C:49]1[CH:50]=[N:51][CH:52]=[CH:53][CH:54]=1. (4) Given the product [CH2:1]([O:8][C:9]1[C:10]2[N:11]([CH:17]=[C:18]([C:20]3[CH:25]=[CH:24][C:23]([F:26])=[CH:22][CH:21]=3)[N:15]=2)[CH:12]=[CH:13][CH:14]=1)[C:2]1[CH:3]=[CH:4][CH:5]=[CH:6][CH:7]=1, predict the reactants needed to synthesize it. The reactants are: [CH2:1]([O:8][C:9]1[C:10]([NH2:15])=[N:11][CH:12]=[CH:13][CH:14]=1)[C:2]1[CH:7]=[CH:6][CH:5]=[CH:4][CH:3]=1.Br[CH2:17][C:18]([C:20]1[CH:25]=[CH:24][C:23]([F:26])=[CH:22][CH:21]=1)=O. (5) Given the product [CH3:17][O:16][CH2:15][O:14][CH:11]1[CH2:12][C:6]([C:2]2[S:1][CH:5]=[CH:4][CH:3]=2)([C:7]#[N:8])[CH2:10]1, predict the reactants needed to synthesize it. The reactants are: [S:1]1[CH:5]=[CH:4][CH:3]=[C:2]1[CH2:6][C:7]#[N:8].Br[CH2:10][CH:11]([O:14][CH2:15][O:16][CH3:17])[CH2:12]Br.[H-].[Na+]. (6) Given the product [CH2:1]([O:5][C:6]1[CH:10]=[C:9]([CH2:11][CH2:12][CH2:13][C:14]([NH:34][S:31]([CH2:26][CH2:27][CH2:28][CH2:29][CH3:30])(=[O:33])=[O:32])=[O:16])[N:8]([CH2:17][C:18]2[CH:23]=[CH:22][C:21]([Cl:24])=[CH:20][C:19]=2[Cl:25])[N:7]=1)[CH2:2][CH2:3][CH3:4], predict the reactants needed to synthesize it. The reactants are: [CH2:1]([O:5][C:6]1[CH:10]=[C:9]([CH2:11][CH2:12][CH2:13][C:14]([OH:16])=O)[N:8]([CH2:17][C:18]2[CH:23]=[CH:22][C:21]([Cl:24])=[CH:20][C:19]=2[Cl:25])[N:7]=1)[CH2:2][CH2:3][CH3:4].[CH2:26]([S:31]([NH2:34])(=[O:33])=[O:32])[CH2:27][CH2:28][CH2:29][CH3:30].N12CCCN=C1CCCCC2. (7) The reactants are: [C:1]([CH2:3][S:4][C@H:5]1[CH2:9][O:8][CH2:7][C@@H:6]1[C@:10]([NH:19]C(=O)C(F)(F)F)([C:12]1[CH:17]=[CH:16][CH:15]=[CH:14][C:13]=1[F:18])[CH3:11])#[N:2].[BH4-].[Na+]. Given the product [NH2:19][C@@:10]([C@H:6]1[CH2:7][O:8][CH2:9][C@@H:5]1[S:4][CH2:3][C:1]#[N:2])([C:12]1[CH:17]=[CH:16][CH:15]=[CH:14][C:13]=1[F:18])[CH3:11], predict the reactants needed to synthesize it.